Dataset: Full USPTO retrosynthesis dataset with 1.9M reactions from patents (1976-2016). Task: Predict the reactants needed to synthesize the given product. (1) The reactants are: [H-].[Na+].[CH:3]([N:16]1[CH2:19][CH:18]([OH:20])[CH2:17]1)([C:10]1[CH:15]=[CH:14][CH:13]=[CH:12][CH:11]=1)[C:4]1[CH:9]=[CH:8][CH:7]=[CH:6][CH:5]=1.[H][H].[F:23][C:24]1[CH:29]=[CH:28][C:27](F)=[CH:26][CH:25]=1.C(=O)([O-])O.[Na+]. Given the product [C:4]1([CH:3]([C:10]2[CH:15]=[CH:14][CH:13]=[CH:12][CH:11]=2)[N:16]2[CH2:19][CH:18]([O:20][C:27]3[CH:28]=[CH:29][C:24]([F:23])=[CH:25][CH:26]=3)[CH2:17]2)[CH:5]=[CH:6][CH:7]=[CH:8][CH:9]=1, predict the reactants needed to synthesize it. (2) Given the product [NH2:1][CH2:2][C:3]1[CH:4]=[CH:5][C:6]([C:9]2[CH:10]=[CH:11][C:12]([C:15]3[C:24]4[C:19](=[N:20][CH:21]=[CH:22][CH:23]=4)[N:18]([OH:25])[C:17](=[O:33])[C:16]=3[C:34]([O:36][CH2:37][CH3:38])=[O:35])=[CH:13][CH:14]=2)=[CH:7][CH:8]=1, predict the reactants needed to synthesize it. The reactants are: [NH2:1][CH2:2][C:3]1[CH:8]=[CH:7][C:6]([C:9]2[CH:14]=[CH:13][C:12]([C:15]3[C:24]4[C:19](=[N:20][CH:21]=[CH:22][CH:23]=4)[N:18]([O:25]CC4C=CC=CC=4)[C:17](=[O:33])[C:16]=3[C:34]([O:36][CH2:37][CH3:38])=[O:35])=[CH:11][CH:10]=2)=[CH:5][CH:4]=1.